Dataset: NCI-60 drug combinations with 297,098 pairs across 59 cell lines. Task: Regression. Given two drug SMILES strings and cell line genomic features, predict the synergy score measuring deviation from expected non-interaction effect. (1) Drug 1: CS(=O)(=O)C1=CC(=C(C=C1)C(=O)NC2=CC(=C(C=C2)Cl)C3=CC=CC=N3)Cl. Drug 2: CCC1=CC2CC(C3=C(CN(C2)C1)C4=CC=CC=C4N3)(C5=C(C=C6C(=C5)C78CCN9C7C(C=CC9)(C(C(C8N6C)(C(=O)OC)O)OC(=O)C)CC)OC)C(=O)OC.C(C(C(=O)O)O)(C(=O)O)O. Cell line: BT-549. Synergy scores: CSS=58.3, Synergy_ZIP=14.9, Synergy_Bliss=13.7, Synergy_Loewe=-25.4, Synergy_HSA=13.6. (2) Drug 1: C1=C(C(=O)NC(=O)N1)F. Drug 2: CC1C(C(CC(O1)OC2CC(CC3=C2C(=C4C(=C3O)C(=O)C5=CC=CC=C5C4=O)O)(C(=O)C)O)N)O. Cell line: MCF7. Synergy scores: CSS=52.2, Synergy_ZIP=-3.32, Synergy_Bliss=-2.88, Synergy_Loewe=5.41, Synergy_HSA=6.30.